Task: Predict the product of the given reaction.. Dataset: Forward reaction prediction with 1.9M reactions from USPTO patents (1976-2016) Given the reactants [CH3:1][S:2][C:3]1[CH:4]=[C:5]2[C:10](=[CH:11][CH:12]=1)[NH:9][CH:8]=[N:7][C:6]2=O.P(Cl)(Cl)(Cl)=O.ClC1C2C(=CC=C(SC)C=2)N=CN=1.C(=O)([O-])[O-].[K+].[K+].[NH2:38][C:39]1[CH:40]=[C:41]([OH:46])[CH:42]=[CH:43][C:44]=1[CH3:45], predict the reaction product. The product is: [CH3:45][C:44]1[CH:43]=[CH:42][C:41]([OH:46])=[CH:40][C:39]=1[NH:38][C:6]1[C:5]2[C:10](=[CH:11][CH:12]=[C:3]([S:2][CH3:1])[CH:4]=2)[N:9]=[CH:8][N:7]=1.